This data is from Full USPTO retrosynthesis dataset with 1.9M reactions from patents (1976-2016). The task is: Predict the reactants needed to synthesize the given product. (1) Given the product [C:16]([O:20][C:21](=[O:35])[CH2:22][CH2:23][N:24]([CH2:28][C:29]1[S:30][C:31]([CH3:34])=[CH:32][CH:33]=1)[C:25]1[S:26][CH:2]=[C:3]([CH:5]2[CH2:10][CH2:9][C:8]3([CH2:15][CH2:14][CH2:13][CH2:12][CH2:11]3)[CH2:7][CH2:6]2)[N:27]=1)([CH3:19])([CH3:18])[CH3:17], predict the reactants needed to synthesize it. The reactants are: Br[CH2:2][C:3]([CH:5]1[CH2:10][CH2:9][C:8]2([CH2:15][CH2:14][CH2:13][CH2:12][CH2:11]2)[CH2:7][CH2:6]1)=O.[C:16]([O:20][C:21](=[O:35])[CH2:22][CH2:23][N:24]([CH2:28][C:29]1[S:30][C:31]([CH3:34])=[CH:32][CH:33]=1)[C:25]([NH2:27])=[S:26])([CH3:19])([CH3:18])[CH3:17]. (2) Given the product [Cl:1][C:2]1[CH:3]=[C:4]([CH:28]=[CH:29][CH:30]=1)[C:5]([NH:7][CH2:8][C:9]1[CH:14]=[CH:13][C:12]([C:15]#[N:16])=[CH:11][C:10]=1[NH:17][CH2:18][C:19]1[CH:27]=[CH:26][CH:25]=[C:21]([C:22]([NH:35][CH2:34][CH2:33][O:32][CH3:31])=[O:23])[CH:20]=1)=[O:6], predict the reactants needed to synthesize it. The reactants are: [Cl:1][C:2]1[CH:3]=[C:4]([CH:28]=[CH:29][CH:30]=1)[C:5]([NH:7][CH2:8][C:9]1[CH:14]=[CH:13][C:12]([C:15]#[N:16])=[CH:11][C:10]=1[NH:17][CH2:18][C:19]1[CH:20]=[C:21]([CH:25]=[CH:26][CH:27]=1)[C:22](O)=[O:23])=[O:6].[CH3:31][O:32][CH2:33][CH2:34][NH2:35]. (3) Given the product [N:10]1[CH:9]=[CH:8][N:6]2[CH:7]=[C:2]([C:14]([O:15][CH3:16])=[O:17])[CH:3]=[N:4][C:5]=12, predict the reactants needed to synthesize it. The reactants are: Br[C:2]1[CH:3]=[N:4][C:5]2[N:6]([CH:8]=[CH:9][N:10]=2)[CH:7]=1.CN([CH:14]([O:17]C)[O:15][CH3:16])C. (4) Given the product [CH2:33]([O:32][CH2:31][CH2:30][CH2:29][N:11]1[C:21]2[C:16](=[CH:17][CH:18]=[CH:19][CH:20]=2)[C:14](=[O:15])[C:12]1=[O:13])[C:34]1[CH:39]=[CH:38][CH:37]=[CH:36][CH:35]=1, predict the reactants needed to synthesize it. The reactants are: BrC1C=CC=C2C=1C=CN2.[NH:11]1[C:21]2[C:16](=[CH:17][CH:18]=[CH:19][CH:20]=2)[C:14](=[O:15])[C:12]1=[O:13].BrCCCCC.Br[CH2:29][CH2:30][CH2:31][O:32][CH2:33][C:34]1[CH:39]=[CH:38][CH:37]=[CH:36][CH:35]=1. (5) Given the product [CH3:14][N:15]([CH3:19])[CH2:16][CH2:17][NH:18][S:10]([C:6]1[CH:7]=[CH:8][CH:9]=[C:4]([N+:1]([O-:3])=[O:2])[CH:5]=1)(=[O:12])=[O:11], predict the reactants needed to synthesize it. The reactants are: [N+:1]([C:4]1[CH:5]=[C:6]([S:10](Cl)(=[O:12])=[O:11])[CH:7]=[CH:8][CH:9]=1)([O-:3])=[O:2].[CH3:14][N:15]([CH3:19])[CH2:16][CH2:17][NH2:18]. (6) Given the product [C:20]([O:12][CH2:11][C@H:10]([CH2:9][O:8][CH2:1][C:2]1[CH:7]=[CH:6][CH:5]=[CH:4][CH:3]=1)[OH:13])([C:28]1[CH:33]=[CH:32][CH:31]=[CH:30][CH:29]=1)([C:22]1[CH:27]=[CH:26][CH:25]=[CH:24][CH:23]=1)[C:14]1[CH:19]=[CH:18][CH:17]=[CH:16][CH:15]=1, predict the reactants needed to synthesize it. The reactants are: [CH2:1]([O:8][CH2:9][C@H:10]([OH:13])[CH2:11][OH:12])[C:2]1[CH:7]=[CH:6][CH:5]=[CH:4][CH:3]=1.[C:14]1([C:20]([C:28]2[CH:33]=[CH:32][CH:31]=[CH:30][CH:29]=2)([C:22]2[CH:27]=[CH:26][CH:25]=[CH:24][CH:23]=2)Cl)[CH:19]=[CH:18][CH:17]=[CH:16][CH:15]=1.C1COCC1.C(#N)C. (7) The reactants are: C([N:8]([C:16]1[CH:21]=[CH:20][C:19]([CH2:22][CH2:23][CH:24]([CH2:29][CH2:30][CH2:31][C:32]2[CH:37]=[CH:36][CH:35]=[CH:34][CH:33]=2)[C:25]([O:27][CH3:28])=[O:26])=[CH:18][CH:17]=1)CC1C=CC=CC=1)C1C=CC=CC=1. Given the product [NH2:8][C:16]1[CH:17]=[CH:18][C:19]([CH2:22][CH2:23][CH:24]([CH2:29][CH2:30][CH2:31][C:32]2[CH:33]=[CH:34][CH:35]=[CH:36][CH:37]=2)[C:25]([O:27][CH3:28])=[O:26])=[CH:20][CH:21]=1, predict the reactants needed to synthesize it. (8) The reactants are: [N+:1]([C:4]1[CH:5]=[C:6]([C:11]2[CH:16]=[CH:15][CH:14]=[CH:13][C:12]=2[C:17]([F:20])([F:19])[F:18])[CH:7]=[CH:8][C:9]=1[NH2:10])([O-:3])=[O:2].[Br:21]Br. Given the product [Br:21][C:8]1[CH:7]=[C:6]([C:11]2[CH:16]=[CH:15][CH:14]=[CH:13][C:12]=2[C:17]([F:18])([F:19])[F:20])[CH:5]=[C:4]([N+:1]([O-:3])=[O:2])[C:9]=1[NH2:10], predict the reactants needed to synthesize it. (9) The reactants are: [CH:1]([C:4]1[CH:5]=[C:6]([CH:9]=[C:10]([CH:14]([CH3:16])[CH3:15])[C:11]=1[O:12][CH3:13])[CH:7]=O)([CH3:3])[CH3:2].[C:17]1([C:23]2[CH:31]=[C:30]3[C:26]([CH2:27][C:28](=[O:32])[NH:29]3)=[CH:25][CH:24]=2)[CH:22]=[CH:21][CH:20]=[CH:19][CH:18]=1. Given the product [CH:1]([C:4]1[CH:5]=[C:6]([CH:9]=[C:10]([CH:14]([CH3:16])[CH3:15])[C:11]=1[O:12][CH3:13])[CH:7]=[C:27]1[C:26]2[C:30](=[CH:31][C:23]([C:17]3[CH:22]=[CH:21][CH:20]=[CH:19][CH:18]=3)=[CH:24][CH:25]=2)[NH:29][C:28]1=[O:32])([CH3:3])[CH3:2], predict the reactants needed to synthesize it.